This data is from Forward reaction prediction with 1.9M reactions from USPTO patents (1976-2016). The task is: Predict the product of the given reaction. (1) Given the reactants [CH2:1]([N:8]1[C:16]2[CH:15]=[C:14]([CH2:17][CH2:18][CH2:19][CH2:20][CH3:21])[N:13]=[C:12]([N:22](CC3C=CC(OC)=CC=3)CC3C=CC(OC)=CC=3)[C:11]=2[N:10]=[C:9]1[OH:41])[C:2]1[CH:7]=[CH:6][CH:5]=[CH:4][CH:3]=1.C(=O)([O-])[O-].[Na+].[Na+], predict the reaction product. The product is: [NH2:22][C:12]1[C:11]2[N:10]=[C:9]([OH:41])[N:8]([CH2:1][C:2]3[CH:7]=[CH:6][CH:5]=[CH:4][CH:3]=3)[C:16]=2[CH:15]=[C:14]([CH2:17][CH2:18][CH2:19][CH2:20][CH3:21])[N:13]=1. (2) Given the reactants CC1(C)[O:6][C@@H:5]([CH2:7][O:8][C:9]2[N:14]=[C:13]([CH3:15])[C:12]([C:16]3[C:17]([CH3:43])=[C:18]([CH:40]=[CH:41][CH:42]=3)[CH2:19][O:20][C:21]3[CH:22]=[CH:23][C:24]4[CH:25]([CH2:34][C:35]([O:37][CH2:38][CH3:39])=[O:36])[C:26]5[C:31]([C:32]=4[CH:33]=3)=[CH:30][CH:29]=[CH:28][CH:27]=5)=[C:11]([CH3:44])[N:10]=2)[CH2:4][O:3]1.Cl.C(=O)([O-])O.[Na+], predict the reaction product. The product is: [OH:6][C@H:5]([CH2:4][OH:3])[CH2:7][O:8][C:9]1[N:14]=[C:13]([CH3:15])[C:12]([C:16]2[C:17]([CH3:43])=[C:18]([CH:40]=[CH:41][CH:42]=2)[CH2:19][O:20][C:21]2[CH:22]=[CH:23][C:24]3[CH:25]([CH2:34][C:35]([O:37][CH2:38][CH3:39])=[O:36])[C:26]4[C:31]([C:32]=3[CH:33]=2)=[CH:30][CH:29]=[CH:28][CH:27]=4)=[C:11]([CH3:44])[N:10]=1. (3) Given the reactants [NH2:1][C:2]1[CH:3]=[C:4]([NH:9]C(=O)C)[CH:5]=[CH:6][C:7]=1[CH3:8].[Cl:13][C:14]1[N:19]=[C:18]([N:20]2[CH2:25][CH2:24][O:23][CH2:22][CH2:21]2)[CH:17]=[CH:16][N:15]=1.O, predict the reaction product. The product is: [ClH:13].[CH3:8][C:7]1[C:2]([NH:1][C:14]2[N:19]=[C:18]([N:20]3[CH2:25][CH2:24][O:23][CH2:22][CH2:21]3)[CH:17]=[CH:16][N:15]=2)=[CH:3][C:4]([NH2:9])=[CH:5][CH:6]=1. (4) Given the reactants [CH3:1][N:2]1[CH2:7][CH2:6][N:5]([C:8]([O:10][C@@H:11]2[N:20]([C:21]3[CH:22]=[CH:23][C:24]([Cl:27])=[CH:25][N:26]=3)[C:18](=[O:19])[C:13]3[N:14]=[CH:15][CH:16]=[N:17][C:12]2=3)=[O:9])[CH2:4][CH2:3]1.[C:28]([OH:36])(=[O:35])[C@@H:29]([CH2:31][C:32]([OH:34])=[O:33])[OH:30].CN1CCN(C(OC2N(C3C=CC(Cl)=CN=3)C(=O)C3N=CC=NC2=3)=O)CC1.C([O-])(=O)[C@@H](CC([O-])=O)O, predict the reaction product. The product is: [CH3:1][N:2]1[CH2:7][CH2:6][N:5]([C:8]([O:10][C@@H:11]2[N:20]([C:21]3[CH:22]=[CH:23][C:24]([Cl:27])=[CH:25][N:26]=3)[C:18](=[O:19])[C:13]3[N:14]=[CH:15][CH:16]=[N:17][C:12]2=3)=[O:9])[CH2:4][CH2:3]1.[C:28]([O-:36])(=[O:35])[C@@H:29]([CH2:31][C:32]([O-:34])=[O:33])[OH:30]. (5) Given the reactants [Br:1][C:2]1[CH:11]=[CH:10][CH:9]=[C:8]2[C:3]=1[CH:4]=[C:5]([N:13]1[CH2:18][CH2:17][NH:16][CH:15]([CH2:19][OH:20])[CH2:14]1)[NH:6][C:7]2=[O:12].[C:21]([BH3-])#N.[Na+].C(O)(=O)C, predict the reaction product. The product is: [Br:1][C:2]1[CH:11]=[CH:10][CH:9]=[C:8]2[C:3]=1[CH:4]=[C:5]([N:13]1[CH2:18][CH2:17][N:16]([CH3:21])[CH:15]([CH2:19][OH:20])[CH2:14]1)[NH:6][C:7]2=[O:12]. (6) Given the reactants C([OH:3])C.[CH:4]1([N:7]2[C:16]3[C:11](=[CH:12][CH:13]=[C:14]([C:21]4[CH:22]=[C:23]5[C:27](=[CH:28][CH:29]=4)[C@@H:26]([CH3:30])[NH:25][CH2:24]5)[C:15]=3[O:17][CH:18]([F:20])[F:19])[C:10](=[O:31])[C:9]([C:32]([OH:34])=[O:33])=[CH:8]2)[CH2:6][CH2:5]1.[CH3:35][S:36]([OH:39])(=[O:38])=[O:37], predict the reaction product. The product is: [OH2:3].[CH3:35][S:36]([OH:39])(=[O:38])=[O:37].[CH:4]1([N:7]2[C:16]3[C:11](=[CH:12][CH:13]=[C:14]([C:21]4[CH:22]=[C:23]5[C:27](=[CH:28][CH:29]=4)[C@@H:26]([CH3:30])[NH:25][CH2:24]5)[C:15]=3[O:17][CH:18]([F:20])[F:19])[C:10](=[O:31])[C:9]([C:32]([OH:34])=[O:33])=[CH:8]2)[CH2:6][CH2:5]1. (7) Given the reactants I[C:2]1[CH:15]=[CH:14][C:5]([NH:6][C:7](=[O:13])[O:8][C:9]([CH3:12])([CH3:11])[CH3:10])=[C:4]([CH3:16])[CH:3]=1.C([Li])CCC.[CH3:22][C:23]([C:25]1[CH:30]=[CH:29][C:28]([Cl:31])=[CH:27][CH:26]=1)=[O:24].[Cl-].[NH4+], predict the reaction product. The product is: [Cl:31][C:28]1[CH:29]=[CH:30][C:25]([C:23]([C:2]2[CH:15]=[CH:14][C:5]([NH:6][C:7](=[O:13])[O:8][C:9]([CH3:12])([CH3:11])[CH3:10])=[C:4]([CH3:16])[CH:3]=2)([OH:24])[CH3:22])=[CH:26][CH:27]=1. (8) Given the reactants [CH3:1][C:2]1[C:6]([C:7]2[CH:12]=[C:11]([C:13]3[C:14]([CH3:19])=[N:15][O:16][C:17]=3[CH3:18])[CH:10]=[C:9]([NH2:20])[C:8]=2[NH2:21])=[C:5]([CH3:22])[NH:4][N:3]=1.[F:23][C:24]1([C:27](O)=O)[CH2:26][CH2:25]1.CN(C(ON1N=NC2C=CC=NC1=2)=[N+](C)C)C.F[P-](F)(F)(F)(F)F.CCN(C(C)C)C(C)C.C(O)(C(F)(F)F)=O, predict the reaction product. The product is: [CH3:1][C:2]1[C:6]([C:7]2[C:8]3[N:21]=[C:27]([C:24]4([F:23])[CH2:26][CH2:25]4)[NH:20][C:9]=3[CH:10]=[C:11]([C:13]3[C:14]([CH3:19])=[N:15][O:16][C:17]=3[CH3:18])[CH:12]=2)=[C:5]([CH3:22])[NH:4][N:3]=1.